From a dataset of Forward reaction prediction with 1.9M reactions from USPTO patents (1976-2016). Predict the product of the given reaction. (1) Given the reactants [NH2:1][C:2]1[CH:10]=[C:9]2[C:5]([C:6]([C:11]3[CH:19]=[CH:18][C:14]([C:15]([OH:17])=O)=[CH:13][CH:12]=3)=[CH:7][NH:8]2)=[CH:4][CH:3]=1.[CH3:20][N:21]1[CH:25]=[CH:24][CH:23]=[C:22]1[C:26]([OH:28])=O.[NH2:29][C:30]1[CH:38]=[C:37]2[C:33]([CH:34]=[CH:35][NH:36]2)=[CH:32][CH:31]=1, predict the reaction product. The product is: [NH:36]1[C:37]2[C:33](=[CH:32][CH:31]=[C:30]([NH:29][C:15]([C:14]3[CH:13]=[CH:12][C:11]([C:6]4[C:5]5[C:9](=[CH:10][C:2]([NH:1][C:26]([C:22]6[N:21]([CH3:20])[CH:25]=[CH:24][CH:23]=6)=[O:28])=[CH:3][CH:4]=5)[NH:8][CH:7]=4)=[CH:19][CH:18]=3)=[O:17])[CH:38]=2)[CH:34]=[CH:35]1. (2) Given the reactants [C:1]([O:5][C@@H:6]([C:12]1[C:13]([CH3:34])=[N:14][C:15]([CH3:33])=[C:16]([C:26]2[CH:31]=[CH:30][C:29]([OH:32])=[CH:28][CH:27]=2)[C:17]=1[N:18]1[CH2:23][CH2:22][C:21]([CH3:25])([CH3:24])[CH2:20][CH2:19]1)[C:7]([O:9][CH2:10][CH3:11])=[O:8])([CH3:4])([CH3:3])[CH3:2].[CH3:35][C:36]([CH3:41])([CH3:40])[CH2:37][CH2:38]O.C1C=CC(P(C2C=CC=CC=2)C2C=CC=CC=2)=CC=1.CCOC(/N=N/C(OCC)=O)=O, predict the reaction product. The product is: [C:1]([O:5][C@@H:6]([C:12]1[C:13]([CH3:34])=[N:14][C:15]([CH3:33])=[C:16]([C:26]2[CH:27]=[CH:28][C:29]([O:32][CH2:38][CH2:37][C:36]([CH3:41])([CH3:40])[CH3:35])=[CH:30][CH:31]=2)[C:17]=1[N:18]1[CH2:19][CH2:20][C:21]([CH3:24])([CH3:25])[CH2:22][CH2:23]1)[C:7]([O:9][CH2:10][CH3:11])=[O:8])([CH3:2])([CH3:3])[CH3:4]. (3) Given the reactants [F:1][C:2]1([F:18])[C@H:6]([OH:7])[C@@H:5]([CH2:8][OH:9])[O:4][C@H:3]1[N:10]1[CH:17]=[CH:16][C:14]([NH2:15])=[N:13][C:11]1=[O:12].Cl[Si](C)(C)C.[CH2:24]([CH:27]([CH2:31][CH2:32][CH3:33])[C:28](O)=[O:29])[CH2:25][CH3:26].C(O)C, predict the reaction product. The product is: [F:18][C:2]1([F:1])[C@H:6]([OH:7])[C@@H:5]([CH2:8][OH:9])[O:4][C@H:3]1[N:10]1[CH:17]=[CH:16][C:14]([NH:15][C:28](=[O:29])[CH:27]([CH2:31][CH2:32][CH3:33])[CH2:24][CH2:25][CH3:26])=[N:13][C:11]1=[O:12].